From a dataset of Full USPTO retrosynthesis dataset with 1.9M reactions from patents (1976-2016). Predict the reactants needed to synthesize the given product. (1) Given the product [CH2:9]([N:1]([CH2:6][CH2:7][CH2:2][CH2:3][CH2:4][CH3:5])[C:2]1[CH:7]=[CH:6][CH:5]=[CH:4][CH:3]=1)[CH2:10][CH2:11][CH2:12][CH2:13][CH3:14], predict the reactants needed to synthesize it. The reactants are: [NH2:1][C:2]1[CH:7]=[CH:6][CH:5]=[CH:4][CH:3]=1.I[CH2:9][CH2:10][CH2:11][CH2:12][CH2:13][CH3:14].C([O-])([O-])=O.[K+].[K+]. (2) Given the product [Cl:1][C:2]1[N:7]=[C:6]([Cl:8])[C:5]([OH:9])=[C:4]([Cl:11])[N:3]=1, predict the reactants needed to synthesize it. The reactants are: [Cl:1][C:2]1[N:7]=[C:6]([Cl:8])[C:5]([O:9]C)=[C:4]([Cl:11])[N:3]=1.B(Br)(Br)Br. (3) The reactants are: [CH:1]1[N:5]([CH:6]([O:9][CH:10]([CH:25]=[O:26])[CH2:11][O:12][P:13]([O:16][P:17]([O:20][P:21]([OH:24])([OH:23])=[O:22])([OH:19])=[O:18])([OH:15])=[O:14])[CH:7]=[O:8])[C:4]2[NH:27][C:28]([NH2:32])=[N:29][C:30](=[O:31])[C:3]=2[N:2]=1.[Na].B([O-])([O-])[O-].[Na+].[Na+].[Na+].[BH4-].[Na+]. Given the product [P:13]([O:12][CH2:11][C@H:10]1[O:9][C@@H:6]([N:5]2[C:4]3[N:27]=[C:28]([NH2:32])[NH:29][C:30](=[O:31])[C:3]=3[N:2]=[CH:1]2)[C@H:7]([OH:8])[C@@H:25]1[OH:26])([O:16][P:17]([O:20][P:21]([OH:23])([OH:24])=[O:22])([OH:19])=[O:18])(=[O:15])[OH:14], predict the reactants needed to synthesize it. (4) Given the product [F:16][C:15]([F:18])([F:17])[C:2]([CH:3]=[N:19][C:20]1[CH:29]=[CH:28][CH:27]=[C:26]2[C:21]=1[CH:22]=[CH:23][CH:24]=[N:25]2)([OH:1])[CH2:5][C:6]([C:8]1[CH:13]=[CH:12][CH:11]=[CH:10][CH:9]=1)([CH3:14])[CH3:7], predict the reactants needed to synthesize it. The reactants are: [OH:1][C:2]([C:15]([F:18])([F:17])[F:16])([CH2:5][C:6]([CH3:14])([C:8]1[CH:13]=[CH:12][CH:11]=[CH:10][CH:9]=1)[CH3:7])[CH:3]=O.[NH2:19][C:20]1[CH:29]=[CH:28][CH:27]=[C:26]2[C:21]=1[CH:22]=[CH:23][CH:24]=[N:25]2. (5) Given the product [ClH:1].[Cl:1][C:2]1[CH:3]=[C:4]([CH:22]=[CH:23][CH:24]=1)[CH2:5][NH:6][C:7]1[CH:12]=[CH:11][C:10]([N+:13]([O-:15])=[O:14])=[C:9]([N:16]2[CH2:21][CH2:20][NH:19][CH2:18][CH2:17]2)[CH:8]=1, predict the reactants needed to synthesize it. The reactants are: [Cl:1][C:2]1[CH:3]=[C:4]([CH:22]=[C:23](Cl)[CH:24]=1)[CH2:5][NH:6][C:7]1[CH:12]=[CH:11][C:10]([N+:13]([O-:15])=[O:14])=[C:9]([N:16]2[CH2:21][CH2:20][NH:19][CH2:18][CH2:17]2)[CH:8]=1.Cl. (6) Given the product [C:20]1([CH:7]([C:1]2[CH:2]=[CH:3][CH:4]=[CH:5][CH:6]=2)[N:8]2[CH2:9][CH:10]([N:12]3[CH2:17][CH2:16][N:15]([C:26]([C:1]4[CH:6]=[CH:5][CH:4]=[CH:3][CH:2]=4)=[O:29])[CH2:14][CH:13]3[CH2:18][OH:19])[CH2:11]2)[CH:25]=[CH:24][CH:23]=[CH:22][CH:21]=1, predict the reactants needed to synthesize it. The reactants are: [C:1]1([CH:7]([C:20]2[CH:25]=[CH:24][CH:23]=[CH:22][CH:21]=2)[N:8]2[CH2:11][CH:10]([N:12]3[CH2:17][CH2:16][NH:15][CH2:14][CH:13]3[CH2:18][OH:19])[CH2:9]2)[CH:6]=[CH:5][CH:4]=[CH:3][CH:2]=1.[C:26]([O-:29])([O-])=O.[Na+].[Na+]. (7) Given the product [CH3:26][NH:27][C:2]1[C:3]2[N:4]([CH:23]=[CH:24][N:25]=2)[C:5]([C:16]2[CH:21]=[CH:20][C:19]([CH3:22])=[CH:18][CH:17]=2)=[C:6]([C:8]2[CH:9]=[CH:10][C:11]([C:12]#[N:13])=[CH:14][CH:15]=2)[N:7]=1, predict the reactants needed to synthesize it. The reactants are: Cl[C:2]1[C:3]2[N:4]([CH:23]=[CH:24][N:25]=2)[C:5]([C:16]2[CH:21]=[CH:20][C:19]([CH3:22])=[CH:18][CH:17]=2)=[C:6]([C:8]2[CH:15]=[CH:14][C:11]([C:12]#[N:13])=[CH:10][CH:9]=2)[N:7]=1.[CH3:26][NH2:27]. (8) The reactants are: Br[C:2]1[CH:3]=[CH:4][C:5]([Cl:8])=[N:6][CH:7]=1.[CH:9]1(B(O)O)[CH2:11][CH2:10]1.C([O-])([O-])=O.[Cs+].[Cs+]. Given the product [Cl:8][C:5]1[CH:4]=[CH:3][C:2]([CH:9]2[CH2:11][CH2:10]2)=[CH:7][N:6]=1, predict the reactants needed to synthesize it.